This data is from Reaction yield outcomes from USPTO patents with 853,638 reactions. The task is: Predict the reaction yield, written as a fraction of the theoretical maximum amount of product (1.0 means a 100% yield; for example, 0.34 means a 34% yield). (1) The reactants are [Cl:1][C:2]1[CH:3]=[CH:4][C:5]([CH3:8])=[N:6][CH:7]=1.[Br:9]N1C(=O)CCC1=O.N(C(C)(C)C#N)=NC(C)(C)C#N. The catalyst is C(Cl)(Cl)(Cl)Cl. The product is [Br:9][CH2:8][C:5]1[CH:4]=[CH:3][C:2]([Cl:1])=[CH:7][N:6]=1. The yield is 0.600. (2) The reactants are [CH3:1][C:2]1[NH:7][C:6](=[O:8])[C:5]([N+:9]([O-:11])=[O:10])=[C:4]([N:12]2[CH2:18][CH2:17][C:16]3[S:19][C:20]([CH3:22])=[N:21][C:15]=3[CH2:14][CH2:13]2)[N:3]=1.[CH2:23](I)[CH3:24].C(=O)([O-])[O-].[K+].[K+]. The catalyst is CN(C)C=O. The product is [CH2:23]([O:8][C:6]1[N:7]=[C:2]([CH3:1])[N:3]=[C:4]([N:12]2[CH2:18][CH2:17][C:16]3[S:19][C:20]([CH3:22])=[N:21][C:15]=3[CH2:14][CH2:13]2)[C:5]=1[N+:9]([O-:11])=[O:10])[CH3:24]. The yield is 0.190.